Dataset: Catalyst prediction with 721,799 reactions and 888 catalyst types from USPTO. Task: Predict which catalyst facilitates the given reaction. (1) Reactant: [Cl:1][C:2]1[CH:11]=[C:10]([C:12](=O)[CH3:13])[C:9]([N:15]2[CH2:20][CH2:19][N:18]([C:21]([C:23]3[C:24]([CH3:29])=[N:25][O:26][C:27]=3[CH3:28])=[O:22])[CH2:17][CH2:16]2)=[C:8]2[C:3]=1[CH:4]=[CH:5][CH:6]=[N:7]2.C([O-])(=O)C.[NH4+].C([BH3-])#[N:36].[Na+].O1CCCC1. Product: [Cl:1][C:2]1[CH:11]=[C:10]([CH:12]([NH2:36])[CH3:13])[C:9]([N:15]2[CH2:20][CH2:19][N:18]([C:21]([C:23]3[C:24]([CH3:29])=[N:25][O:26][C:27]=3[CH3:28])=[O:22])[CH2:17][CH2:16]2)=[C:8]2[C:3]=1[CH:4]=[CH:5][CH:6]=[N:7]2. The catalyst class is: 449. (2) Reactant: [CH2:1]([O:3][C:4](=[O:28])[CH:5]([C:16]1[N:17]([C:21]2[C:26]([Br:27])=[CH:25][CH:24]=[CH:23][N:22]=2)[N:18]=[CH:19][CH:20]=1)[C:6]1[C:11]([CH2:12][CH2:13][CH3:14])=[C:10](I)[N:9]=[CH:8][N:7]=1)[CH3:2].[NH2:29][NH2:30]. Product: [CH2:1]([O:3][C:4](=[O:28])[CH:5]([C:16]1[N:17]([C:21]2[C:26]([Br:27])=[CH:25][CH:24]=[CH:23][N:22]=2)[N:18]=[CH:19][CH:20]=1)[C:6]1[C:11]([CH2:12][CH2:13][CH3:14])=[C:10]([NH:29][NH2:30])[N:9]=[CH:8][N:7]=1)[CH3:2]. The catalyst class is: 14. (3) Reactant: [OH:1][C:2]1[CH:3]=[C:4]([CH:8]=[CH:9][C:10]=1[F:11])[C:5]([OH:7])=O.[CH:12]1([NH2:15])[CH2:14][CH2:13]1.C(N(CC)CC)C.C1C=CC2N(O)N=NC=2C=1.CCN=C=NCCCN(C)C. Product: [OH:1][C:2]1[CH:3]=[C:4]([CH:8]=[CH:9][C:10]=1[F:11])[C:5]([NH:15][CH:12]1[CH2:14][CH2:13]1)=[O:7]. The catalyst class is: 18. (4) Reactant: [Na].[CH3:2][C:3]([C:5]1[CH:10]=[CH:9][C:8]([Br:11])=[CH:7][CH:6]=1)=[O:4].[CH2:12]([O:14][C:15](=[O:19])[C:16]([O-])=[O:17])[CH3:13]. Product: [Br:11][C:8]1[CH:9]=[CH:10][C:5]([C:3](=[O:4])[CH2:2][C:16](=[O:17])[C:15]([O:14][CH2:12][CH3:13])=[O:19])=[CH:6][CH:7]=1. The catalyst class is: 8.